From a dataset of Forward reaction prediction with 1.9M reactions from USPTO patents (1976-2016). Predict the product of the given reaction. (1) Given the reactants C([Li])CCC.Br[C:7]1[CH:12]=[CH:11][C:10]([O:13][CH3:14])=[C:9]([Cl:15])[CH:8]=1.[B:16](OC)([O:19]C)[O:17]C.Cl, predict the reaction product. The product is: [Cl:15][C:9]1[CH:8]=[CH:7][C:12]([B:16]([OH:19])[OH:17])=[CH:11][C:10]=1[O:13][CH3:14]. (2) Given the reactants [N:1]1([CH2:6][C:7]2[CH:23]=[CH:22][C:10]([CH2:11][N:12]3[CH:20]=[C:19]4[C:14]([N:15]=[CH:16][N:17]=[C:18]4Cl)=[N:13]3)=[CH:9][CH:8]=2)[CH:5]=[CH:4][CH:3]=[N:2]1.[Cl:24][C:25]1[CH:26]=[C:27]([CH2:36][OH:37])[C:28]2[O:32][C:31]([C:33]#[N:34])=[CH:30][C:29]=2[CH:35]=1.C([O-])([O-])=O.[K+].[K+], predict the reaction product. The product is: [N:1]1([CH2:6][C:7]2[CH:23]=[CH:22][C:10]([CH2:11][N:12]3[CH:20]=[C:19]4[C:14]([N:15]=[CH:16][N:17]=[C:18]4[O:37][CH2:36][C:27]4[C:28]5[O:32][C:31]([C:33]#[N:34])=[CH:30][C:29]=5[CH:35]=[C:25]([Cl:24])[CH:26]=4)=[N:13]3)=[CH:9][CH:8]=2)[CH:5]=[CH:4][CH:3]=[N:2]1. (3) Given the reactants [H-].[Na+].[F:3][C:4]1[C:9]([F:10])=[CH:8][CH:7]=[CH:6][C:5]=1[CH2:11][CH2:12][C:13]([NH:15][C:16]1[C:20]([C:21]([NH2:23])=[O:22])=[CH:19][N:18]([CH3:24])[N:17]=1)=[O:14].I[CH2:26][C:27]([O:29][CH2:30][CH3:31])=[O:28], predict the reaction product. The product is: [CH2:30]([O:29][C:27](=[O:28])[CH2:26][N:15]([C:16]1[C:20]([C:21](=[O:22])[NH2:23])=[CH:19][N:18]([CH3:24])[N:17]=1)[C:13](=[O:14])[CH2:12][CH2:11][C:5]1[CH:6]=[CH:7][CH:8]=[C:9]([F:10])[C:4]=1[F:3])[CH3:31]. (4) Given the reactants [C:1]([N:8]([CH3:42])[CH:9]1[CH2:14][CH2:13][CH:12]([N:15]([CH2:30][C:31]2[CH:32]=[C:33](B(O)O)[CH:34]=[CH:35][C:36]=2[O:37][CH3:38])[C:16]([C:18]2[S:22][C:21]3[C:23]([F:28])=[CH:24][CH:25]=[C:26]([F:27])[C:20]=3[C:19]=2[Cl:29])=[O:17])[CH2:11][CH2:10]1)([O:3][C:4]([CH3:7])([CH3:6])[CH3:5])=[O:2].Cl.Br[C:45]1[CH:50]=[CH:49][N:48]=[CH:47][CH:46]=1, predict the reaction product. The product is: [Cl:29][C:19]1[C:20]2[C:26]([F:27])=[CH:25][CH:24]=[C:23]([F:28])[C:21]=2[S:22][C:18]=1[C:16]([N:15]([CH2:30][C:31]1[CH:32]=[C:33]([C:45]2[CH:50]=[CH:49][N:48]=[CH:47][CH:46]=2)[CH:34]=[CH:35][C:36]=1[O:37][CH3:38])[CH:12]1[CH2:11][CH2:10][CH:9]([N:8]([CH3:42])[C:1](=[O:2])[O:3][C:4]([CH3:5])([CH3:7])[CH3:6])[CH2:14][CH2:13]1)=[O:17]. (5) Given the reactants [CH3:22][O:21][C:18]1[CH:19]=[CH:20][C:15]([CH2:14][CH2:13]C([CH2:13][CH2:14][C:15]2[CH:20]=[CH:19][C:18]([O:21][CH3:22])=[CH:17][CH:16]=2)=O)=[CH:16][CH:17]=1.[Cl-].[Cl-].[Cl-].[Al+3].BrBr.C(=O)([O-])[O-].[Na+].[Na+].[NH2:35][C:36]1[CH:41]=[C:40]([CH3:42])[CH:39]=[CH:38][N:37]=1, predict the reaction product. The product is: [CH3:22][O:21][C:18]1[CH:17]=[CH:16][C:15]([C:14]2[N:35]=[C:36]3[CH:41]=[C:40]([CH3:42])[CH:39]=[CH:38][N:37]3[CH:13]=2)=[CH:20][CH:19]=1.